Dataset: Full USPTO retrosynthesis dataset with 1.9M reactions from patents (1976-2016). Task: Predict the reactants needed to synthesize the given product. (1) Given the product [C:1]([O:5][C:6]([N:8]1[CH2:12][CH2:11][CH2:10][C@H:9]1[CH2:13][NH:54][C:49]1[CH:48]=[CH:47][CH:46]=[C:56]([C:22]2[O:61][C:59](=[O:60])[N:16]([CH3:17])[N:15]=2)[CH:55]=1)=[O:7])([CH3:2])([CH3:3])[CH3:4], predict the reactants needed to synthesize it. The reactants are: [C:1]([O:5][C:6]([N:8]1[CH2:12][CH2:11][CH2:10][C@H:9]1[CH2:13]O)=[O:7])([CH3:4])([CH3:3])[CH3:2].[N:15]([C:22](OCC)=O)=[N:16][C:17](OCC)=O.C1(P(C2C=CC=CC=2)C2C=CC=CC=2)C=CC=CC=1.[CH2:46]1[CH2:56][CH2:55][N:54]2[C:49](=NCCC2)[CH2:48][CH2:47]1.SC[C:59]([OH:61])=[O:60]. (2) Given the product [C:40]([N:28]1[CH2:29][CH2:30][C:31]2[N:32]=[C:24]([C:22]([NH:21][C@@H:16]3[CH2:17][CH2:18][CH2:19][CH2:20][C@@H:15]3[NH:14][C:12]([C:7]3[NH:8][C:9]4[C:5]([CH:6]=3)=[CH:4][C:3]([Cl:2])=[CH:11][CH:10]=4)=[O:13])=[O:23])[S:25][C:26]=2[CH2:27]1)(=[O:42])[CH3:41], predict the reactants needed to synthesize it. The reactants are: Cl.[Cl:2][C:3]1[CH:4]=[C:5]2[C:9](=[CH:10][CH:11]=1)[NH:8][C:7]([C:12]([NH:14][C@H:15]1[CH2:20][CH2:19][CH2:18][CH2:17][C@H:16]1[NH:21][C:22]([C:24]1[S:25][C:26]3[CH2:27][NH:28][CH2:29][CH2:30][C:31]=3[N:32]=1)=[O:23])=[O:13])=[CH:6]2.C(N(CC)CC)C.[C:40](OC(=O)C)(=[O:42])[CH3:41]. (3) The reactants are: [Li]C(CC)C.C1CCCCC1.C(=O)=O.CC(C)=O.CN(CCN(C)C)C.[CH3:27][C:28]([N:31]([CH3:43])[C:32]1[CH:42]=[CH:41][CH:40]=[CH:39][C:33]=1[C:34]([NH:36][CH2:37][CH3:38])=[O:35])([CH3:30])[CH3:29].[Cl:44]C(Cl)(Cl)C(Cl)(Cl)Cl. Given the product [Cl:44][C:39]1[CH:40]=[CH:41][CH:42]=[C:32]([N:31]([C:28]([CH3:29])([CH3:30])[CH3:27])[CH3:43])[C:33]=1[C:34]([NH:36][CH2:37][CH3:38])=[O:35], predict the reactants needed to synthesize it. (4) Given the product [C:36]([O:35][C:33](=[O:34])[NH:27][C@@H:28]1[CH2:32][C@H:31]([C:26](=[O:25])[N:7]([C:6]2[C:2]([Cl:1])=[N:3][N:4]([C:9]3[CH:10]=[N:11][CH:12]=[CH:13][CH:14]=3)[CH:5]=2)[CH3:8])[CH:30]=[CH:29]1)([CH3:37])([CH3:38])[CH3:39], predict the reactants needed to synthesize it. The reactants are: [Cl:1][C:2]1[C:6]([NH:7][CH3:8])=[CH:5][N:4]([C:9]2[CH:10]=[N:11][CH:12]=[CH:13][CH:14]=2)[N:3]=1.[Li+].C[Si]([N-][Si](C)(C)C)(C)C.[O:25]=[C:26]1[C@H:31]2[CH2:32][C@H:28]([CH:29]=[CH:30]2)[N:27]1[C:33]([O:35][C:36]([CH3:39])([CH3:38])[CH3:37])=[O:34].